Dataset: Forward reaction prediction with 1.9M reactions from USPTO patents (1976-2016). Task: Predict the product of the given reaction. (1) Given the reactants Cl[C:2]1[CH:7]=[C:6]([C:8]2[CH:13]=[C:12]([Cl:14])[CH:11]=[CH:10][C:9]=2[Cl:15])[N:5]=[C:4]([NH2:16])[N:3]=1.[Cl:17][C:18]1[CH:24]=[CH:23][C:21]([NH2:22])=[CH:20][CH:19]=1, predict the reaction product. The product is: [Cl:17][C:18]1[CH:24]=[CH:23][C:21]([NH:22][C:2]2[CH:7]=[C:6]([C:8]3[CH:13]=[C:12]([Cl:14])[CH:11]=[CH:10][C:9]=3[Cl:15])[N:5]=[C:4]([NH2:16])[N:3]=2)=[CH:20][CH:19]=1. (2) Given the reactants [CH2:1]([O:8][C:9]1[CH:21]=[CH:20][C:12]([C:13]([CH:15]([C:18]#[N:19])[C:16]#[N:17])=[O:14])=[CH:11][CH:10]=1)[C:2]1[CH:7]=[CH:6][CH:5]=[CH:4][CH:3]=1.[C:22](=O)(O)[O-].[Na+].S(OC)(OC)(=O)=O, predict the reaction product. The product is: [CH2:1]([O:8][C:9]1[CH:10]=[CH:11][C:12]([C:13]([O:14][CH3:22])=[C:15]([C:18]#[N:19])[C:16]#[N:17])=[CH:20][CH:21]=1)[C:2]1[CH:3]=[CH:4][CH:5]=[CH:6][CH:7]=1. (3) Given the reactants [CH3:1][O:2][C:3]1[C:8]([O:9][CH3:10])=[CH:7][C:6]([CH:11]([C:13]2[C:14]([O:21][CH3:22])=[N:15][C:16]([O:19][CH3:20])=[N:17][CH:18]=2)[OH:12])=[C:5]([CH:23]([CH3:31])[CH2:24][C:25]2[CH:30]=[CH:29][CH:28]=[CH:27][CH:26]=2)[CH:4]=1, predict the reaction product. The product is: [CH3:1][O:2][C:3]1[C:8]([O:9][CH3:10])=[CH:7][C:6]([C:11]([C:13]2[C:14]([O:21][CH3:22])=[N:15][C:16]([O:19][CH3:20])=[N:17][CH:18]=2)=[O:12])=[C:5]([CH:23]([CH3:31])[CH2:24][C:25]2[CH:26]=[CH:27][CH:28]=[CH:29][CH:30]=2)[CH:4]=1. (4) Given the reactants ClC(Cl)(Cl)C#N.C1CCN2C(=NCCC2)CC1.C(C1C=CC(CC2C=CC(NC(=O)OCC3C=CC=CC=3)=CC=2O)=CC=1)C.C([O:53][C@@H:54]1[C@@H:86]([O:87]C(=O)C2C=CC=CC=2)[C@H:85]([O:96]C(=O)C2C=CC=CC=2)[C@@:84]([CH3:115])([CH2:105][O:106]C(=O)C2C=CC=CC=2)[O:83][C@H:55]1[O:56][C:57]1[CH:62]=[C:61]([NH:63]C(OCC2C=CC=CC=2)=O)[CH:60]=[CH:59][C:58]=1[CH2:74][C:75]1[CH:80]=[CH:79][C:78]([CH2:81][CH3:82])=[CH:77][CH:76]=1)(=O)C1C=CC=CC=1.C(O[C@@H]1[C@@H](OC(=O)C2C=CC=CC=2)[C@H](OC(=O)C2C=CC=CC=2)[C@@](C)(COC(=O)C2C=CC=CC=2)O[C@H]1OC1C=C(N)C=CC=1CC1C=CC(CC)=CC=1)(=O)C1C=CC=CC=1.C(=O)([O-])[O-].[K+].[K+], predict the reaction product. The product is: [CH3:115][C@:84]1([CH2:105][OH:106])[O:83][C@@H:55]([O:56][C:57]2[CH:62]=[C:61]([NH2:63])[CH:60]=[CH:59][C:58]=2[CH2:74][C:75]2[CH:76]=[CH:77][C:78]([CH2:81][CH3:82])=[CH:79][CH:80]=2)[C@H:54]([OH:53])[C@@H:86]([OH:87])[C@@H:85]1[OH:96].